From a dataset of Full USPTO retrosynthesis dataset with 1.9M reactions from patents (1976-2016). Predict the reactants needed to synthesize the given product. The reactants are: [Cl:1][C:2]1[C:20]([C:21]([F:24])([F:23])[F:22])=[CH:19][CH:18]=[CH:17][C:3]=1[CH2:4][NH:5][C:6](=O)[CH:7]([C:9]1[CH:14]=[CH:13][C:12]([Cl:15])=[CH:11][CH:10]=1)[CH3:8].ClC1C(C(F)(F)F)=CC=CC=1CNCC(C1C=CC=CC=1Cl)C. Given the product [Cl:1][C:2]1[C:20]([C:21]([F:24])([F:22])[F:23])=[CH:19][CH:18]=[CH:17][C:3]=1[CH2:4][NH:5][CH2:6][CH:7]([C:9]1[CH:10]=[CH:11][C:12]([Cl:15])=[CH:13][CH:14]=1)[CH3:8], predict the reactants needed to synthesize it.